Dataset: Catalyst prediction with 721,799 reactions and 888 catalyst types from USPTO. Task: Predict which catalyst facilitates the given reaction. (1) Reactant: [CH3:1][O:2][C:3]1[CH:4]=[C:5]2[C:10](=[CH:11][C:12]=1[O:13][CH3:14])[NH:9][C:8](=O)[CH2:7][CH2:6]2.C[Si]([N-][Si](C)(C)C)(C)C.[Na+].P(Cl)(OCC)(OCC)=O.[N+:35]([CH2:37][C:38]([O:40][CH2:41][CH3:42])=[O:39])#[C-:36].C(O)(=O)CC(CC(O)=O)(C(O)=O)O. Product: [CH2:41]([O:40][C:38]([C:37]1[N:35]=[CH:36][N:9]2[C:10]3[C:5](=[CH:4][C:3]([O:2][CH3:1])=[C:12]([O:13][CH3:14])[CH:11]=3)[CH2:6][CH2:7][C:8]=12)=[O:39])[CH3:42]. The catalyst class is: 7. (2) Reactant: [F:1][C:2]1[CH:3]=[C:4]2[C:9](=[CH:10][CH:11]=1)[N:8]=[C:7]([O:12][CH3:13])[C:6]([NH:14][C:15](=[O:19])OCC)=[N:5]2.[C:20]1([N:26]2[CH2:31][CH2:30][NH:29][CH2:28][CH2:27]2)[CH:25]=[CH:24][CH:23]=[CH:22][CH:21]=1.C1CCN2C(=NCCC2)CC1. Product: [F:1][C:2]1[CH:3]=[C:4]2[C:9](=[CH:10][CH:11]=1)[N:8]=[C:7]([O:12][CH3:13])[C:6]([NH:14][C:15]([N:29]1[CH2:30][CH2:31][N:26]([C:20]3[CH:25]=[CH:24][CH:23]=[CH:22][CH:21]=3)[CH2:27][CH2:28]1)=[O:19])=[N:5]2. The catalyst class is: 7.